From a dataset of Forward reaction prediction with 1.9M reactions from USPTO patents (1976-2016). Predict the product of the given reaction. (1) Given the reactants [C:1]([C:4]1[O:8][N:7]=[C:6]([C:9]([OH:11])=O)[CH:5]=1)(=[O:3])[CH3:2].[NH2:12][CH2:13][C@H:14]([N:16]1[CH:20]=[CH:19][C:18]([C:21]2[CH:28]=[CH:27][C:24]([C:25]#[N:26])=[C:23]([Cl:29])[CH:22]=2)=[N:17]1)[CH3:15], predict the reaction product. The product is: [C:1]([C:4]1[O:8][N:7]=[C:6]([C:9]([NH:12][CH2:13][C@H:14]([N:16]2[CH:20]=[CH:19][C:18]([C:21]3[CH:28]=[CH:27][C:24]([C:25]#[N:26])=[C:23]([Cl:29])[CH:22]=3)=[N:17]2)[CH3:15])=[O:11])[CH:5]=1)(=[O:3])[CH3:2]. (2) Given the reactants FC(F)(F)S(O[C:7]1[C:8]2[CH2:28][N:27]([C:29](=[O:31])[CH3:30])[CH2:26][CH2:25][C:9]=2[N:10]=[C:11]([NH:13][C:14]2[CH:19]=[CH:18][C:17]([C:20]3[O:24][CH:23]=[N:22][CH:21]=3)=[CH:16][CH:15]=2)[N:12]=1)(=O)=O.[CH:34]1([NH:37][CH2:38][CH2:39][C:40]#[N:41])[CH2:36][CH2:35]1, predict the reaction product. The product is: [C:29]([N:27]1[CH2:26][CH2:25][C:9]2[N:10]=[C:11]([NH:13][C:14]3[CH:19]=[CH:18][C:17]([C:20]4[O:24][CH:23]=[N:22][CH:21]=4)=[CH:16][CH:15]=3)[N:12]=[C:7]([N:37]([CH:34]3[CH2:36][CH2:35]3)[CH2:38][CH2:39][C:40]#[N:41])[C:8]=2[CH2:28]1)(=[O:31])[CH3:30]. (3) Given the reactants [CH3:1][C:2]1[CH:3]=[CH:4][C:5]2[S:9][C:8]([S:10](Cl)(=[O:12])=[O:11])=[CH:7][C:6]=2[CH:14]=1.[NH2:15][C:16]1[CH:17]=[C:18]([C:22]2[NH:26][N:25]=[N:24][N:23]=2)[CH:19]=[CH:20][CH:21]=1, predict the reaction product. The product is: [CH3:1][C:2]1[CH:3]=[CH:4][C:5]2[S:9][C:8]([S:10]([NH:15][C:16]3[CH:21]=[CH:20][CH:19]=[C:18]([C:22]4[NH:26][N:25]=[N:24][N:23]=4)[CH:17]=3)(=[O:12])=[O:11])=[CH:7][C:6]=2[CH:14]=1. (4) Given the reactants [CH:1]1[CH:2]=[CH:3][C:4]2[NH:11][C:9](=[O:10])[CH:8]=[C:7]([CH2:12][CH:13]([NH:17][C:18]([C:20]3[CH:21]=[CH:22][C:23]([Cl:26])=[CH:24][CH:25]=3)=[O:19])[C:14]([OH:16])=[O:15])[C:5]=2[CH:6]=1.Cl[CH2:28][C:29](=[O:31])[CH3:30], predict the reaction product. The product is: [Cl:26][C:23]1[CH:24]=[CH:25][C:20]([C:18]([NH:17][CH:13]([CH2:12][C:7]2[C:5]3[C:4](=[CH:3][CH:2]=[CH:1][CH:6]=3)[NH:11][C:9](=[O:10])[CH:8]=2)[C:14]([O:16][CH2:28][C:29](=[O:31])[CH3:30])=[O:15])=[O:19])=[CH:21][CH:22]=1. (5) Given the reactants FC(F)(F)C(O)=O.[O:8]1[CH:12]=[CH:11][CH:10]=[C:9]1[C:13]1[O:17][C:16]([C:18](=[O:28])[CH2:19][CH2:20][CH2:21][CH:22]2[CH2:27][CH2:26][NH:25][CH2:24][CH2:23]2)=[N:15][CH:14]=1.[CH:29](=O)[C:30]1[CH:35]=[CH:34][CH:33]=[CH:32][CH:31]=1.[BH-](OC(C)=O)(OC(C)=O)OC(C)=O.[Na+], predict the reaction product. The product is: [CH2:29]([N:25]1[CH2:26][CH2:27][CH:22]([CH2:21][CH2:20][CH2:19][C:18]([C:16]2[O:17][C:13]([C:9]3[O:8][CH:12]=[CH:11][CH:10]=3)=[CH:14][N:15]=2)=[O:28])[CH2:23][CH2:24]1)[C:30]1[CH:35]=[CH:34][CH:33]=[CH:32][CH:31]=1. (6) The product is: [C:1]([O:5][C:6]([N:8]1[CH2:13][CH2:12][N:11]([C:14]2[CH:19]=[CH:18][C:17]([NH:20][CH3:24])=[CH:16][C:15]=2[F:23])[CH2:10][CH2:9]1)=[O:7])([CH3:4])([CH3:3])[CH3:2]. Given the reactants [C:1]([O:5][C:6]([N:8]1[CH2:13][CH2:12][N:11]([C:14]2[CH:19]=[CH:18][C:17]([N+:20]([O-])=O)=[CH:16][C:15]=2[F:23])[CH2:10][CH2:9]1)=[O:7])([CH3:4])([CH3:3])[CH3:2].[C:24]([O-])(O)=O.[Na+], predict the reaction product. (7) Given the reactants [C:1]([O:5][C:6]([N:8]([CH3:18])[C:9]1[S:10][C:11]([C:15]([OH:17])=O)=[C:12]([CH3:14])[N:13]=1)=[O:7])([CH3:4])([CH3:3])[CH3:2].F[P-](F)(F)(F)(F)F.C[N+](C)=C(N(C)C)ON1C2N=CC=CC=2N=N1.[CH2:43]([NH2:50])[C:44]1[CH:49]=[CH:48][CH:47]=[CH:46][CH:45]=1.C(N(CC)CC)C.C(=O)(O)[O-].[Na+], predict the reaction product. The product is: [CH2:43]([NH:50][C:15]([C:11]1[S:10][C:9]([N:8]([CH3:18])[C:6](=[O:7])[O:5][C:1]([CH3:2])([CH3:3])[CH3:4])=[N:13][C:12]=1[CH3:14])=[O:17])[C:44]1[CH:49]=[CH:48][CH:47]=[CH:46][CH:45]=1. (8) The product is: [CH3:1][O:2][C:3](=[O:17])[C:4]1[CH:9]=[C:8]([N:10]2[CH2:14][CH2:13][CH2:12][C:11]2=[O:15])[CH:7]=[C:6]([NH:16][CH:34]([CH2:35][CH3:36])[CH2:33][CH3:32])[CH:5]=1. Given the reactants [CH3:1][O:2][C:3](=[O:17])[C:4]1[CH:9]=[C:8]([N:10]2[CH2:14][CH2:13][CH2:12][C:11]2=[O:15])[CH:7]=[C:6]([NH2:16])[CH:5]=1.C(O[BH-](OC(=O)C)OC(=O)C)(=O)C.[Na+].[CH3:32][CH2:33][C:34](=O)[CH2:35][CH3:36].CC(O)=O, predict the reaction product. (9) Given the reactants [C:1]([OH:4])(=[S:3])[CH3:2].[CH:5](=[O:9])/[CH:6]=[CH:7]/[CH3:8], predict the reaction product. The product is: [C:1]([S:3][CH:7]([CH3:8])[CH2:6][CH:5]=[O:9])(=[O:4])[CH3:2].